From a dataset of CYP1A2 inhibition data for predicting drug metabolism from PubChem BioAssay. Regression/Classification. Given a drug SMILES string, predict its absorption, distribution, metabolism, or excretion properties. Task type varies by dataset: regression for continuous measurements (e.g., permeability, clearance, half-life) or binary classification for categorical outcomes (e.g., BBB penetration, CYP inhibition). Dataset: cyp1a2_veith. (1) The molecule is COc1cc2c(cc1C(F)(F)F)N(C(=O)Nc1cc(F)cc(-c3cccnc3)c1)CC2. The result is 1 (inhibitor). (2) The drug is O=C(Oc1ccccc1)N1CCC2(CCCN(Cc3nccs3)C2)CC1. The result is 0 (non-inhibitor). (3) The molecule is CC(=O)N(/N=C1\Sc2ccccc2C1=O)c1ccccc1. The result is 1 (inhibitor). (4) The result is 1 (inhibitor). The compound is COCCCNCCCCOc1c(Cl)cc(C)cc1Br.O=C(O)C(=O)O. (5) The molecule is COc1ccc2[nH]cc(CCNc3ncncc3-c3ccccc3OC)c2c1. The result is 1 (inhibitor). (6) The drug is CCOC(=O)N1CCN(C(=O)c2ccc3nc(N4CCC(C)CC4)sc3c2)CC1. The result is 0 (non-inhibitor). (7) The drug is Cc1ccc(NC(=[OH+])c2cc3ccccc3cc2O)c(C)c1.Cc1ccc(NC(=[OH+])c2cc3ccccc3cc2O)c(C)c1.[Ni]. The result is 1 (inhibitor).